Dataset: Reaction yield outcomes from USPTO patents with 853,638 reactions. Task: Predict the reaction yield, written as a fraction of the theoretical maximum amount of product (1.0 means a 100% yield; for example, 0.34 means a 34% yield). (1) The catalyst is [Br-].C[P+](C1C=CC=CC=1)(C1C=CC=CC=1)C1C=CC=CC=1.C(OCC)C. The yield is 0.900. The reactants are [CH3:1]C([O-])(C)C.[K+].[CH2:7]([O:14][C@H:15]([C@H:18]([O:40][CH2:41][C:42]1[CH:47]=[CH:46][CH:45]=[CH:44][CH:43]=1)[C@H:19]([O:32][CH2:33][C:34]1[CH:39]=[CH:38][CH:37]=[CH:36][CH:35]=1)[CH2:20][O:21][Si:22]([CH:29]([CH3:31])[CH3:30])([CH:26]([CH3:28])[CH3:27])[CH:23]([CH3:25])[CH3:24])[CH:16]=O)[C:8]1[CH:13]=[CH:12][CH:11]=[CH:10][CH:9]=1.[NH4+].[Cl-]. The product is [CH:26]([Si:22]([CH:23]([CH3:25])[CH3:24])([CH:29]([CH3:31])[CH3:30])[O:21][CH2:20][C@@H:19]([O:32][CH2:33][C:34]1[CH:35]=[CH:36][CH:37]=[CH:38][CH:39]=1)[C@@H:18]([O:40][CH2:41][C:42]1[CH:43]=[CH:44][CH:45]=[CH:46][CH:47]=1)[C@@H:15]([O:14][CH2:7][C:8]1[CH:13]=[CH:12][CH:11]=[CH:10][CH:9]=1)[CH:16]=[CH2:1])([CH3:28])[CH3:27]. (2) The reactants are [CH3:1][O:2][C:3]1[N:8]=[CH:7][C:6]([NH2:9])=[CH:5][N:4]=1.[C:10](Cl)(=O)[O:11]C1C=CC=CC=1.[Cl:20][C:21]1[CH:28]=[C:27]([N:29]2[CH2:34][C@@H:33]([CH3:35])[NH:32][CH2:31][C@@H:30]2[CH3:36])[CH:26]=[CH:25][C:22]=1[C:23]#[N:24]. The catalyst is N1C=CC=CC=1. The product is [Cl:20][C:21]1[CH:28]=[C:27]([N:29]2[C@@H:30]([CH3:36])[CH2:31][N:32]([C:10]([NH:9][C:6]3[CH:5]=[N:4][C:3]([O:2][CH3:1])=[N:8][CH:7]=3)=[O:11])[C@H:33]([CH3:35])[CH2:34]2)[CH:26]=[CH:25][C:22]=1[C:23]#[N:24]. The yield is 0.810. (3) The reactants are [C:1]([O:5][C:6]([NH:8][C:9]([CH3:22])([CH2:17][CH2:18][NH:19][C:20]#[N:21])[C:10]([O:12][C:13]([CH3:16])([CH3:15])[CH3:14])=[O:11])=[O:7])([CH3:4])([CH3:3])[CH3:2].Cl.[NH2:24][OH:25].C([O-])([O-])=O.[Na+].[Na+].C(OCC)(=O)C. The catalyst is O1CCOCC1.O. The product is [C:1]([O:5][C:6]([NH:8][C:9]([CH3:22])([CH2:17][CH2:18][NH:19][C:20]([NH2:21])=[N:24][OH:25])[C:10]([O:12][C:13]([CH3:14])([CH3:15])[CH3:16])=[O:11])=[O:7])([CH3:4])([CH3:2])[CH3:3]. The yield is 0.580. (4) The reactants are [C:1]([O:9][CH2:10][C:11]1([C:17]([O:19][CH2:20][CH3:21])=[O:18])[CH2:16][CH:15]=[CH:14][CH2:13][O:12]1)(=[O:8])[C:2]1[CH:7]=[CH:6][CH:5]=[CH:4][CH:3]=1.N#N.C([SiH](CC)CC)C. The product is [C:1]([O:9][CH2:10][C:11]1([C:17]([O:19][CH2:20][CH3:21])=[O:18])[CH2:16][CH2:15][CH:14]=[CH:13][O:12]1)(=[O:8])[C:2]1[CH:3]=[CH:4][CH:5]=[CH:6][CH:7]=1. The yield is 0.690. The catalyst is C1(C)C=CC=CC=1.[Cu]Cl.